From a dataset of Forward reaction prediction with 1.9M reactions from USPTO patents (1976-2016). Predict the product of the given reaction. Given the reactants [F:1][S:2]([C:5]([C:8]([O:11][C:12]([C:15]([O:18][C:19]([C:21]([O:27][C:28]([C:31]([C:34]([F:37])([F:36])[F:35])([F:33])[F:32])([F:30])[F:29])([C:23]([F:26])([F:25])[F:24])[F:22])=[O:20])(F)[F:16])([F:14])[F:13])([F:10])[F:9])([F:7])[F:6])(=[O:4])=[O:3].[F-:38].[Na+], predict the reaction product. The product is: [C:23]([C:21]([C:19]([F:38])=[O:20])([O:27][C:28]([C:31]([C:34]([F:36])([F:37])[F:35])([F:32])[F:33])([F:30])[F:29])[F:22])([F:25])([F:26])[F:24].[F:1][S:2]([C:5]([C:8]([O:11][C:12]([C:15]([F:16])=[O:18])([F:13])[F:14])([F:9])[F:10])([F:7])[F:6])(=[O:4])=[O:3].